This data is from Forward reaction prediction with 1.9M reactions from USPTO patents (1976-2016). The task is: Predict the product of the given reaction. (1) Given the reactants [NH2:1][C:2]1[CH:3]=[C:4]([CH:16]=[CH:17][C:18]=1[NH2:19])[O:5][C:6]1[CH:7]=[C:8]([NH:12][C:13](=[O:15])[CH3:14])[CH:9]=[CH:10][CH:11]=1.[Cl:20][C:21]1[CH:34]=[CH:33][C:32]([N:35]=[C:36]=S)=[CH:31][C:22]=1[CH2:23][N:24]1[CH2:29][CH2:28][N:27]([CH3:30])[CH2:26][CH2:25]1.C(Cl)CCl, predict the reaction product. The product is: [Cl:20][C:21]1[CH:34]=[CH:33][C:32]([NH:35][C:36]2[NH:19][C:18]3[CH:17]=[CH:16][C:4]([O:5][C:6]4[CH:7]=[C:8]([NH:12][C:13](=[O:15])[CH3:14])[CH:9]=[CH:10][CH:11]=4)=[CH:3][C:2]=3[N:1]=2)=[CH:31][C:22]=1[CH2:23][N:24]1[CH2:29][CH2:28][N:27]([CH3:30])[CH2:26][CH2:25]1. (2) The product is: [NH2:22][C@@H:10]1[C:9]2[CH:30]=[C:5]([CH:6]=[N:7][CH:8]=2)[C:4]2[N:3]([CH:2]([F:1])[F:31])[N:19]=[CH:18][C:17]=2[NH:16][C:15](=[O:20])[C@H:14]([CH3:21])[CH2:13][CH2:12][CH2:11]1. Given the reactants [F:1][CH:2]([F:31])[N:3]1[N:19]=[CH:18][C:17]2[NH:16][C:15](=[O:20])[C@H:14]([CH3:21])[CH2:13][CH2:12][CH2:11][C@H:10]([NH:22]C(=O)OC(C)(C)C)[C:9]3[CH:30]=[C:5]([CH:6]=[N:7][CH:8]=3)[C:4]1=2.O1CCOCC1.CO, predict the reaction product.